From a dataset of Blood-brain barrier permeability classification from the B3DB database. Regression/Classification. Given a drug SMILES string, predict its absorption, distribution, metabolism, or excretion properties. Task type varies by dataset: regression for continuous measurements (e.g., permeability, clearance, half-life) or binary classification for categorical outcomes (e.g., BBB penetration, CYP inhibition). Dataset: b3db_classification. The drug is CN(C)CCCC1(c2ccc(F)cc2)OCc2cc(C#N)ccc21. The result is 1 (penetrates BBB).